Task: Predict which catalyst facilitates the given reaction.. Dataset: Catalyst prediction with 721,799 reactions and 888 catalyst types from USPTO (1) Reactant: C([O:8][C:9]1[CH:14]=[CH:13][C:12]([C:15]([C:17]2[CH:22]=[CH:21][CH:20]=[C:19]([O:23][CH3:24])[C:18]=2[O:25][CH2:26][O:27][CH3:28])=[O:16])=[CH:11][CH:10]=1)C1C=CC=CC=1. Product: [OH:8][C:9]1[CH:14]=[CH:13][C:12]([C:15]([C:17]2[CH:22]=[CH:21][CH:20]=[C:19]([O:23][CH3:24])[C:18]=2[O:25][CH2:26][O:27][CH3:28])=[O:16])=[CH:11][CH:10]=1. The catalyst class is: 481. (2) Reactant: [OH:1][C@H:2]1[CH2:7][CH2:6][C@H:5]2[C@H:8]3[C@H:18]([CH2:19][CH2:20][C@:3]12[CH3:4])[C@:16]1([CH3:17])[C:11](=[CH:12][C:13](=[O:21])[CH2:14][CH2:15]1)[C:10](=[CH2:22])[CH2:9]3.ClC1C(=O)C(C#N)=C(C#N)C(=O)C=1Cl.C(O)(=O)C1C=CC=CC=1. Product: [OH:1][C@H:2]1[CH2:7][CH2:6][C@H:5]2[C@H:8]3[C@H:18]([CH2:19][CH2:20][C@:3]12[CH3:4])[C@:16]1([CH3:17])[C:11](=[CH:12][C:13](=[O:21])[CH:14]=[CH:15]1)[C:10](=[CH2:22])[CH2:9]3. The catalyst class is: 48. (3) Reactant: [C:1]1([C@@H:7]2[CH2:11][O:10][C:9](=[O:12])[NH:8]2)[CH:6]=[CH:5][CH:4]=[CH:3][CH:2]=1.[F:13][C:14]([F:23])([F:22])[CH2:15][CH:16]([CH3:21])[CH2:17][C:18](Cl)=[O:19]. Product: [C:1]1([C@@H:7]2[CH2:11][O:10][C:9](=[O:12])[N:8]2[C:18](=[O:19])[CH2:17][C@H:16]([CH3:21])[CH2:15][C:14]([F:23])([F:22])[F:13])[CH:2]=[CH:3][CH:4]=[CH:5][CH:6]=1. The catalyst class is: 134. (4) Reactant: [CH3:1][CH:2]([O:4][C:5]1[CH:11]=[CH:10][CH:9]=[CH:8][C:6]=1[NH2:7])[CH3:3].P(=O)(O)(O)O.[N+]([O-])(O)=O.[N:21]([O-])=O.[Na+].C([O-])(=O)C.[K+].[C:30]([CH2:33][C:34](=[O:36])[CH3:35])(=[O:32])[CH3:31]. Product: [CH3:3][CH:2]([CH3:1])[O:4][C:5]1[CH:11]=[CH:10][CH:9]=[CH:8][C:6]=1[NH:7][N:21]=[C:33]([C:34](=[O:36])[CH3:35])[C:30](=[O:32])[CH3:31]. The catalyst class is: 97. (5) Reactant: [NH:1]([C:8](=[O:28])[CH:9]([C:19]1[CH:27]=[CH:26][C:22]([C:23]([OH:25])=[O:24])=[CH:21][CH:20]=1)[C:10]([NH:12][C:13]1[CH:18]=[CH:17][CH:16]=[CH:15][CH:14]=1)=[O:11])[C:2]1[CH:7]=[CH:6][CH:5]=[CH:4][CH:3]=1.CCN=C=NCCCN(C)C.C1C=CC2N([OH:49])N=NC=2C=1.[NH2:50][C:51]1[CH:56]=[CH:55][CH:54]=[CH:53][C:52]=1[NH:57][C:58](=[O:64])[O:59][C:60]([CH3:63])([CH3:62])[CH3:61]. Product: [NH:1]([C:8](=[O:28])[CH:9]([C:19]1[CH:20]=[CH:21][C:22]([C:23]([NH:50][C:51]2[CH:56]=[CH:55][CH:54]=[CH:53][C:52]=2[NH:57][C:58](=[O:64])[O:59][C:60]([CH3:61])([CH3:63])[CH3:62])=[O:24])=[CH:26][CH:27]=1)[C:10]([NH:12][C:13]1[CH:18]=[CH:17][CH:16]=[CH:15][CH:14]=1)=[O:11])[C:2]1[CH:7]=[CH:6][CH:5]=[CH:4][CH:3]=1.[C:23](=[O:24])([OH:49])[OH:25]. The catalyst class is: 3.